Task: Predict which catalyst facilitates the given reaction.. Dataset: Catalyst prediction with 721,799 reactions and 888 catalyst types from USPTO (1) Reactant: Cl.Cl.[F:3][C:4]1[CH:24]=[CH:23][C:7]([CH2:8][N:9]2[CH:13]=[C:12]([CH2:14][NH:15][CH3:16])[N:11]=[C:10]2[C:17]2[CH:22]=[CH:21][CH:20]=[CH:19][CH:18]=2)=[CH:6][CH:5]=1.[Cl:25]N1C(=O)CC[C:27]1=[O:32].[OH2:33].[C:34](=[O:37])([O-:36])O.[Na+]. Product: [C:27]([OH:32])(=[O:33])[C:34]([OH:36])=[O:37].[Cl:25][C:13]1[N:9]([CH2:8][C:7]2[CH:6]=[CH:5][C:4]([F:3])=[CH:24][CH:23]=2)[C:10]([C:17]2[CH:18]=[CH:19][CH:20]=[CH:21][CH:22]=2)=[N:11][C:12]=1[CH2:14][NH:15][CH3:16]. The catalyst class is: 9. (2) Reactant: N[C@@H:2]([C@H:6]([O:8][CH2:9][C:10]1[CH:15]=[CH:14][CH:13]=[CH:12][CH:11]=1)[CH3:7])[C:3]([OH:5])=[O:4].N([O-])=[O:17].[Na+].[OH-].[Na+].C(OCC)(=O)C. Product: [CH2:9]([O:8][C@H:6]([CH3:7])[C@H:2]([OH:17])[C:3]([OH:5])=[O:4])[C:10]1[CH:15]=[CH:14][CH:13]=[CH:12][CH:11]=1. The catalyst class is: 445. (3) Reactant: [N:1]1([C:7]2[CH:12]=[CH:11][C:10]([NH:13][CH:14]=[C:15]([C:21](OCC)=[O:22])[C:16]([O:18][CH2:19][CH3:20])=[O:17])=[CH:9][CH:8]=2)[CH2:6][CH2:5][O:4][CH2:3][CH2:2]1.CCCCCC. Product: [OH:22][C:21]1[C:9]2[C:10](=[CH:11][CH:12]=[C:7]([N:1]3[CH2:6][CH2:5][O:4][CH2:3][CH2:2]3)[CH:8]=2)[N:13]=[CH:14][C:15]=1[C:16]([O:18][CH2:19][CH3:20])=[O:17]. The catalyst class is: 400. (4) Reactant: [F:1][C:2]([F:17])([F:16])[C:3](=O)[CH2:4][C:5]([C:7]1[CH:12]=[CH:11][C:10]([S:13][CH3:14])=[CH:9][CH:8]=1)=O.Cl.[C:19]1([NH:25][NH2:26])[CH:24]=[CH:23][CH:22]=[CH:21][CH:20]=1. Product: [CH3:14][S:13][C:10]1[CH:11]=[CH:12][C:7]([C:5]2[N:25]([C:19]3[CH:24]=[CH:23][CH:22]=[CH:21][CH:20]=3)[N:26]=[C:3]([C:2]([F:17])([F:16])[F:1])[CH:4]=2)=[CH:8][CH:9]=1. The catalyst class is: 8. (5) Reactant: [S:1]1[CH2:6][CH2:5][N:4]([C:7]2[N:12]=[CH:11][C:10]([CH:13](C(OCC)=O)[C:14]([O:16]CC)=[O:15])=[CH:9][CH:8]=2)[CH2:3][CH2:2]1.[OH-].[Na+].Cl.C([O-])([O-])=O.[Na+].[Na+]. Product: [S:1]1[CH2:6][CH2:5][N:4]([C:7]2[N:12]=[CH:11][C:10]([CH2:13][C:14]([OH:16])=[O:15])=[CH:9][CH:8]=2)[CH2:3][CH2:2]1. The catalyst class is: 38.